From a dataset of Reaction yield outcomes from USPTO patents with 853,638 reactions. Predict the reaction yield, written as a fraction of the theoretical maximum amount of product (1.0 means a 100% yield; for example, 0.34 means a 34% yield). (1) The yield is 0.760. The reactants are [F:1][C:2]([F:13])([C:6]1[CH:11]=[CH:10][C:9]([F:12])=[CH:8][CH:7]=1)[C:3]([OH:5])=O.CN(C(ON1N=NC2C=CC=NC1=2)=[N+](C)C)C.F[P-](F)(F)(F)(F)F.[NH2:38][C:39]1[C:43]([C:44]([NH2:46])=[O:45])=[CH:42][N:41]([CH3:47])[N:40]=1. The product is [F:13][C:2]([F:1])([C:6]1[CH:11]=[CH:10][C:9]([F:12])=[CH:8][CH:7]=1)[C:3]([NH:38][C:39]1[C:43]([C:44]([NH2:46])=[O:45])=[CH:42][N:41]([CH3:47])[N:40]=1)=[O:5]. The catalyst is C1COCC1. (2) The product is [CH3:18][S:17][C:4]1[N:5]=[CH:6][C:7]2[C:8](=[O:16])[CH2:9][CH:10]([C:11]([O:13][CH2:14][CH3:15])=[O:12])[N:30]([C:25]3([CH2:24][O:23][Si:22]([CH:19]([CH3:21])[CH3:20])([CH:34]([CH3:36])[CH3:35])[CH:31]([CH3:33])[CH3:32])[CH2:29][CH2:28][CH2:27][CH2:26]3)[C:2]=2[N:3]=1. The catalyst is C(#N)C. The yield is 0.410. The reactants are Cl[C:2]1[C:7]([C:8](=[O:16])[CH:9]=[CH:10][C:11]([O:13][CH2:14][CH3:15])=[O:12])=[CH:6][N:5]=[C:4]([S:17][CH3:18])[N:3]=1.[CH:19]([Si:22]([CH:34]([CH3:36])[CH3:35])([CH:31]([CH3:33])[CH3:32])[O:23][CH2:24][C:25]1([NH2:30])[CH2:29][CH2:28][CH2:27][CH2:26]1)([CH3:21])[CH3:20].C(N(CC)CC)C.C(OCC)(=O)C. (3) The yield is 0.420. The reactants are [CH:1]([O:3][CH2:4][CH3:5])=[CH2:2].Cl[C:7](=[O:13])[C:8]([O:10][CH2:11][CH3:12])=[O:9].N1C=CC=CC=1.O. The product is [CH2:1]([O:3][CH:4]=[CH:5][C:7](=[O:13])[C:8]([O:10][CH2:11][CH3:12])=[O:9])[CH3:2]. The catalyst is ClCCl. (4) The reactants are IC.[H-].[Na+].[F:5][C:6]1[CH:11]=[CH:10][C:9]([CH:12]2[C:17]([C:18]([O:20][CH3:21])=[O:19])=[C:16]([CH3:22])[NH:15][C:14]([O:23][CH3:24])=[N:13]2)=[CH:8][CH:7]=1.[CH3:25]COC(C)=O. The catalyst is CN(C=O)C.O. The product is [F:5][C:6]1[CH:11]=[CH:10][C:9]([CH:12]2[N:13]([CH3:25])[C:14]([O:23][CH3:24])=[N:15][C:16]([CH3:22])=[C:17]2[C:18]([O:20][CH3:21])=[O:19])=[CH:8][CH:7]=1. The yield is 0.410.